Dataset: Full USPTO retrosynthesis dataset with 1.9M reactions from patents (1976-2016). Task: Predict the reactants needed to synthesize the given product. (1) Given the product [ClH:17].[NH2:27][C@@H:26]([CH2:25][C:24]1[CH:31]=[CH:32][C:21]([C:13]2[N:12]=[CH:11][N:10]=[C:9]3[C:14]=2[N:15]=[CH:16][N:8]3[CH2:1][C:2]2[CH:7]=[CH:6][CH:5]=[CH:4][CH:3]=2)=[CH:22][CH:23]=1)[C:28]([OH:30])=[O:29], predict the reactants needed to synthesize it. The reactants are: [CH2:1]([N:8]1[CH:16]=[N:15][C:14]2[C:9]1=[N:10][CH:11]=[N:12][C:13]=2[Cl:17])[C:2]1[CH:7]=[CH:6][CH:5]=[CH:4][CH:3]=1.B([C:21]1[CH:32]=[CH:31][C:24]([CH2:25][C@@H:26]([C:28]([OH:30])=[O:29])[NH2:27])=[CH:23][CH:22]=1)(O)O.C([O-])([O-])=O.[K+].[K+].Cl. (2) The reactants are: [Cl:1][C:2]1[CH:3]=[C:4]([OH:20])[CH:5]=[CH:6][C:7]=1[C:8]1[CH:17]=[CH:16][C:15]2[C:10](=[CH:11][CH:12]=[C:13]([O:18]C)[CH:14]=2)[CH:9]=1.B(Br)(Br)Br. Given the product [Cl:1][C:2]1[CH:3]=[C:4]([OH:20])[CH:5]=[CH:6][C:7]=1[C:8]1[CH:9]=[C:10]2[C:15](=[CH:16][CH:17]=1)[CH:14]=[C:13]([OH:18])[CH:12]=[CH:11]2, predict the reactants needed to synthesize it. (3) Given the product [N:1]1([S:7]([C:10]2[CH:15]=[CH:14][C:13]([CH2:16][NH:17][C:31]([C:23]3[S:22][C:30]4[CH:29]=[CH:28][N:27]=[CH:26][C:25]=4[CH:24]=3)=[O:32])=[CH:12][CH:11]=2)(=[O:9])=[O:8])[CH2:2][CH2:3][CH2:4][CH2:5][CH2:6]1, predict the reactants needed to synthesize it. The reactants are: [N:1]1([S:7]([C:10]2[CH:15]=[CH:14][C:13]([CH2:16][NH2:17])=[CH:12][CH:11]=2)(=[O:9])=[O:8])[CH2:6][CH2:5][CH2:4][CH2:3][CH2:2]1.C[Al](C)C.[S:22]1[C:30]2[CH:29]=[CH:28][N:27]=[CH:26][C:25]=2[CH:24]=[C:23]1[C:31](OC)=[O:32].C(C(C(C([O-])=O)O)O)([O-])=O.[Na+].[K+]. (4) Given the product [F:34][C:2]([F:1])([O:14][CH2:15][CH2:16][CH2:17][CH2:18][CH2:19][CH2:20][CH2:21][CH2:22][CH2:23][CH2:24][CH2:25][P:26](=[O:27])([OH:33])[OH:30])[C:3]1[C:8]([F:9])=[C:7]([F:10])[C:6]([F:11])=[C:5]([F:12])[C:4]=1[F:13], predict the reactants needed to synthesize it. The reactants are: [F:1][C:2]([F:34])([O:14][CH2:15][CH2:16][CH2:17][CH2:18][CH2:19][CH2:20][CH2:21][CH2:22][CH2:23][CH2:24][CH2:25][P:26](=[O:33])([O:30]CC)[O:27]CC)[C:3]1[C:8]([F:9])=[C:7]([F:10])[C:6]([F:11])=[C:5]([F:12])[C:4]=1[F:13].Br[Si](C)(C)C.O. (5) Given the product [CH:1]([NH:4][C:5]1[C:14]2[C:9](=[CH:10][C:11]([C:15]3[CH:20]=[CH:19][C:18]([S:21]([CH3:24])(=[O:22])=[O:23])=[CH:17][CH:16]=3)=[CH:12][CH:13]=2)[N:8]=[N:7][C:6]=1[CH3:25])([CH3:3])[CH3:2], predict the reactants needed to synthesize it. The reactants are: [CH:1]([NH:4][C:5]1[C:14]2[C:9](=[CH:10][C:11]([C:15]3[CH:20]=[CH:19][C:18]([S:21]([CH3:24])(=[O:23])=[O:22])=[CH:17][CH:16]=3)=[CH:12][CH:13]=2)[N:8]=[N:7][C:6]=1[C:25]1N=CSC=1)([CH3:3])[CH3:2].C(P(C(C)(C)C)C1C=CC=CC=1C1C=CC=CC=1)(C)(C)C.[Cl-].C[Zn+]. (6) Given the product [C:1]([O:4][C:5]1[C:6]([C:14]([CH3:17])([CH3:16])[CH3:15])=[CH:7][C:8]([OH:13])=[C:9]([CH:10]([CH:21]2[CH2:27][CH2:26][CH2:25][CH2:24][CH2:23][CH2:22]2)[OH:11])[CH:12]=1)(=[O:3])[CH3:2].[C:14]([C:6]1[C:5]([OH:4])=[CH:12][C:9]([CH:10]([CH:21]2[CH2:27][CH2:26][CH2:25][CH2:24][CH2:23][CH2:22]2)[OH:11])=[C:8]([OH:13])[CH:7]=1)([CH3:15])([CH3:16])[CH3:17], predict the reactants needed to synthesize it. The reactants are: [C:1]([O:4][C:5]1[C:6]([C:14]([CH3:17])([CH3:16])[CH3:15])=[CH:7][C:8]([OH:13])=[C:9]([CH:12]=1)[CH:10]=[O:11])(=[O:3])[CH3:2].[H-].[Na+].[Mg].[CH:21]1(Br)[CH2:27][CH2:26][CH2:25][CH2:24][CH2:23][CH2:22]1.[Cl-].[NH4+]. (7) Given the product [ClH:22].[C:27](=[O:28])([O:1][CH2:2][CH:3]([NH2:14])[C:4]1[CH:9]=[CH:8][CH:7]=[C:6]([C:10]([F:11])([F:12])[F:13])[CH:5]=1)[NH2:26], predict the reactants needed to synthesize it. The reactants are: [OH:1][CH2:2][CH:3]([NH:14]C(=O)OC(C)(C)C)[C:4]1[CH:9]=[CH:8][CH:7]=[C:6]([C:10]([F:13])([F:12])[F:11])[CH:5]=1.[Cl:22]S([N:26]=[C:27]=[O:28])(=O)=O.O.C(=O)([O-])O.[Na+]. (8) Given the product [CH2:1]([NH:8][C:9]1[C:10]2[CH2:32][O:31][CH2:30][CH2:29][C:11]=2[N:12]=[C:13]([N:15]2[C:23]3[CH:22]=[CH:21][CH:20]=[C:19]([C:24]([NH2:25])=[O:34])[C:18]=3[CH:17]=[C:16]2[CH:26]2[CH2:27][CH2:28]2)[N:14]=1)[C:2]1[CH:3]=[CH:4][CH:5]=[CH:6][CH:7]=1, predict the reactants needed to synthesize it. The reactants are: [CH2:1]([NH:8][C:9]1[C:10]2[CH2:32][O:31][CH2:30][CH2:29][C:11]=2[N:12]=[C:13]([N:15]2[C:23]3[CH:22]=[CH:21][CH:20]=[C:19]([C:24]#[N:25])[C:18]=3[CH:17]=[C:16]2[CH:26]2[CH2:28][CH2:27]2)[N:14]=1)[C:2]1[CH:7]=[CH:6][CH:5]=[CH:4][CH:3]=1.C([O-])([O-])=[O:34].[K+].[K+].O. (9) Given the product [NH2:9][C:10]1[CH:17]=[CH:16][CH:15]=[C:14]([O:8][CH2:7][CH:1]2[CH2:6][CH2:5][CH2:4][CH2:3][CH2:2]2)[C:11]=1[C:12]#[N:13], predict the reactants needed to synthesize it. The reactants are: [CH:1]1([CH2:7][OH:8])[CH2:6][CH2:5][CH2:4][CH2:3][CH2:2]1.[NH2:9][C:10]1[CH:17]=[CH:16][CH:15]=[C:14](F)[C:11]=1[C:12]#[N:13]. (10) Given the product [CH3:1][C@:2]12[C@@:19]3([CH3:20])[C@@H:10]([C@:11]4([CH3:24])[C@@H:16]([CH2:17][CH2:18]3)[C:15]([CH3:21])([CH3:22])[C:14]([O:23][S:53]([C:52]([F:71])([F:70])[F:51])(=[O:55])=[O:54])=[CH:13][CH2:12]4)[CH2:9][CH2:8][C@@H:7]1[C@H:6]1[C@H:25]([C:28]([CH3:30])=[CH2:29])[CH2:26][CH2:27][C@:5]1([C:31]([O:33][CH2:34][C:35]1[CH:36]=[CH:37][CH:38]=[CH:39][CH:40]=1)=[O:32])[CH2:4][CH2:3]2, predict the reactants needed to synthesize it. The reactants are: [CH3:1][C@:2]12[C@@:19]3([CH3:20])[C@@H:10]([C@:11]4([CH3:24])[C@@H:16]([CH2:17][CH2:18]3)[C:15]([CH3:22])([CH3:21])[C:14](=[O:23])[CH2:13][CH2:12]4)[CH2:9][CH2:8][C@@H:7]1[C@H:6]1[C@H:25]([C:28]([CH3:30])=[CH2:29])[CH2:26][CH2:27][C@:5]1([C:31]([O:33][CH2:34][C:35]1[CH:40]=[CH:39][CH:38]=[CH:37][CH:36]=1)=[O:32])[CH2:4][CH2:3]2.C[Si]([N-][Si](C)(C)C)(C)C.[K+].[F:51][C:52]([F:71])([F:70])[S:53](N(C1C=CC=CC=1)[S:53]([C:52]([F:71])([F:70])[F:51])(=[O:55])=[O:54])(=[O:55])=[O:54].